From a dataset of Forward reaction prediction with 1.9M reactions from USPTO patents (1976-2016). Predict the product of the given reaction. (1) Given the reactants [N:1]1([NH:10][C:11](=[O:19])OC2C=CC=CC=2)[C:9]2[C:4](=[CH:5][CH:6]=[CH:7][CH:8]=2)[CH:3]=[CH:2]1.[CH3:20][NH:21][C:22]1[CH:23]=[N:24][CH:25]=[CH:26][CH:27]=1, predict the reaction product. The product is: [N:1]1([NH:10][C:11]([N:21]([CH3:20])[C:22]2[CH:23]=[N:24][CH:25]=[CH:26][CH:27]=2)=[O:19])[C:9]2[C:4](=[CH:5][CH:6]=[CH:7][CH:8]=2)[CH:3]=[CH:2]1. (2) Given the reactants [O:1]=[C:2]1[N:11]([CH2:12][C:13]2[S:14][CH:15]=[CH:16][CH:17]=2)[C:10](=[O:18])[C:9]2[C:4](=[CH:5][CH:6]=[C:7]([C:19]([OH:21])=[O:20])[CH:8]=2)[NH:3]1.[N:22]1[CH:27]=[CH:26][C:25]([CH2:28]O)=[CH:24][CH:23]=1.CS(C)=O, predict the reaction product. The product is: [O:1]=[C:2]1[N:11]([CH2:12][C:13]2[S:14][CH:15]=[CH:16][CH:17]=2)[C:10](=[O:18])[C:9]2[C:4](=[CH:5][CH:6]=[C:7]([C:19]([O:21][CH2:28][C:25]3[CH:26]=[CH:27][N:22]=[CH:23][CH:24]=3)=[O:20])[CH:8]=2)[NH:3]1. (3) The product is: [C:51]([C:2]1[C:10]2[C:5](=[CH:6][CH:7]=[C:8]([NH:11][C:12]([C@@H:14]3[CH2:18][CH2:17][CH2:16][N:15]3[C:19](=[O:27])[CH2:20][C:21]3[CH:22]=[CH:23][CH:24]=[CH:25][CH:26]=3)=[O:13])[CH:9]=2)[NH:4][C:3]=1[C:28]1[CH:33]=[CH:32][C:31]([NH:34][C:35]([C@@H:37]2[CH2:41][CH2:40][CH2:39][N:38]2[C:42](=[O:50])[CH2:43][C:44]2[CH:49]=[CH:48][CH:47]=[CH:46][CH:45]=2)=[O:36])=[CH:30][CH:29]=1)#[N:52]. Given the reactants Br[C:2]1[C:10]2[C:5](=[CH:6][CH:7]=[C:8]([NH:11][C:12]([C@@H:14]3[CH2:18][CH2:17][CH2:16][N:15]3[C:19](=[O:27])[CH2:20][C:21]3[CH:26]=[CH:25][CH:24]=[CH:23][CH:22]=3)=[O:13])[CH:9]=2)[NH:4][C:3]=1[C:28]1[CH:33]=[CH:32][C:31]([NH:34][C:35]([C@@H:37]2[CH2:41][CH2:40][CH2:39][N:38]2[C:42](=[O:50])[CH2:43][C:44]2[CH:49]=[CH:48][CH:47]=[CH:46][CH:45]=2)=[O:36])=[CH:30][CH:29]=1.[C:51]([Cu])#[N:52], predict the reaction product.